The task is: Regression. Given two drug SMILES strings and cell line genomic features, predict the synergy score measuring deviation from expected non-interaction effect.. This data is from NCI-60 drug combinations with 297,098 pairs across 59 cell lines. (1) Drug 1: CCCCCOC(=O)NC1=NC(=O)N(C=C1F)C2C(C(C(O2)C)O)O. Drug 2: C1C(C(OC1N2C=NC(=NC2=O)N)CO)O. Cell line: HOP-62. Synergy scores: CSS=9.82, Synergy_ZIP=-0.255, Synergy_Bliss=9.14, Synergy_Loewe=1.30, Synergy_HSA=5.07. (2) Drug 1: CCC1(C2=C(COC1=O)C(=O)N3CC4=CC5=C(C=CC(=C5CN(C)C)O)N=C4C3=C2)O.Cl. Drug 2: CC1CCCC2(C(O2)CC(NC(=O)CC(C(C(=O)C(C1O)C)(C)C)O)C(=CC3=CSC(=N3)C)C)C. Cell line: SN12C. Synergy scores: CSS=40.9, Synergy_ZIP=-2.79, Synergy_Bliss=-3.27, Synergy_Loewe=-7.46, Synergy_HSA=-3.13. (3) Drug 2: CN(C)C1=NC(=NC(=N1)N(C)C)N(C)C. Synergy scores: CSS=1.32, Synergy_ZIP=-3.62, Synergy_Bliss=-3.46, Synergy_Loewe=-17.3, Synergy_HSA=-6.23. Drug 1: C1=C(C(=O)NC(=O)N1)N(CCCl)CCCl. Cell line: SW-620. (4) Drug 1: COC1=CC(=CC(=C1O)OC)C2C3C(COC3=O)C(C4=CC5=C(C=C24)OCO5)OC6C(C(C7C(O6)COC(O7)C8=CC=CS8)O)O. Drug 2: CN1C2=C(C=C(C=C2)N(CCCl)CCCl)N=C1CCCC(=O)O.Cl. Cell line: SR. Synergy scores: CSS=78.4, Synergy_ZIP=0.606, Synergy_Bliss=2.18, Synergy_Loewe=-5.06, Synergy_HSA=4.66. (5) Drug 1: C1CC(=O)NC(=O)C1N2CC3=C(C2=O)C=CC=C3N. Drug 2: C(CN)CNCCSP(=O)(O)O. Cell line: HL-60(TB). Synergy scores: CSS=20.3, Synergy_ZIP=-9.24, Synergy_Bliss=-4.14, Synergy_Loewe=-1.24, Synergy_HSA=-1.00. (6) Drug 1: C1=CC(=CC=C1CC(C(=O)O)N)N(CCCl)CCCl.Cl. Drug 2: COC1=NC(=NC2=C1N=CN2C3C(C(C(O3)CO)O)O)N. Cell line: OVCAR-5. Synergy scores: CSS=9.86, Synergy_ZIP=0.0297, Synergy_Bliss=4.33, Synergy_Loewe=-2.22, Synergy_HSA=1.09. (7) Drug 1: C1=NC2=C(N=C(N=C2N1C3C(C(C(O3)CO)O)O)F)N. Drug 2: C1=CC=C(C(=C1)C(C2=CC=C(C=C2)Cl)C(Cl)Cl)Cl. Cell line: UO-31. Synergy scores: CSS=12.5, Synergy_ZIP=-3.64, Synergy_Bliss=-1.82, Synergy_Loewe=-5.29, Synergy_HSA=-2.98. (8) Drug 1: CNC(=O)C1=CC=CC=C1SC2=CC3=C(C=C2)C(=NN3)C=CC4=CC=CC=N4. Drug 2: C1=CC(=CC=C1C#N)C(C2=CC=C(C=C2)C#N)N3C=NC=N3. Cell line: A549. Synergy scores: CSS=6.00, Synergy_ZIP=-2.60, Synergy_Bliss=-3.22, Synergy_Loewe=-6.31, Synergy_HSA=-3.71.